Dataset: Full USPTO retrosynthesis dataset with 1.9M reactions from patents (1976-2016). Task: Predict the reactants needed to synthesize the given product. (1) Given the product [F:26][C:2]([F:25])([F:1])[C@H:3]([N:12]1[CH2:16][CH2:15][C@H:14]([NH:17][C:18](=[O:24])[O:19][C:20]([CH3:22])([CH3:23])[CH3:21])[CH2:13]1)[C:4]1[CH:9]=[CH:8][C:7]2[N:6]([C:43]([C:29]3[C:28]([F:27])=[CH:37][C:36]4[C:31](=[CH:32][C:33]([O:38][CH2:39][CH2:40][O:41][CH3:42])=[CH:34][CH:35]=4)[N:30]=3)=[N:11][N:10]=2)[CH:5]=1, predict the reactants needed to synthesize it. The reactants are: [F:1][C:2]([F:26])([F:25])[C@H:3]([N:12]1[CH2:16][CH2:15][C@H:14]([NH:17][C:18](=[O:24])[O:19][C:20]([CH3:23])([CH3:22])[CH3:21])[CH2:13]1)[C:4]1[CH:5]=[N:6][C:7]([NH:10][NH2:11])=[CH:8][CH:9]=1.[F:27][C:28]1[C:29]([CH:43]=O)=[N:30][C:31]2[C:36]([CH:37]=1)=[CH:35][CH:34]=[C:33]([O:38][CH2:39][CH2:40][O:41][CH3:42])[CH:32]=2.C(O)(=O)C.C(O)(=O)C.IC1C=CC=CC=1. (2) Given the product [OH:4][CH2:5][C:6]1([CH3:29])[C:27](=[O:28])[C:10]2[C:11]([C:14]([NH:15][C:16]3[CH:24]=[CH:23][C:22]4[C:18](=[CH:19][N:20]([CH3:25])[N:21]=4)[CH:17]=3)=[O:26])=[CH:12][O:13][C:9]=2[CH2:8][CH2:7]1, predict the reactants needed to synthesize it. The reactants are: C([O:4][CH2:5][C:6]1([CH3:29])[C:27](=[O:28])[C:10]2[C:11]([C:14](=[O:26])[NH:15][C:16]3[CH:24]=[CH:23][C:22]4[C:18](=[CH:19][N:20]([CH3:25])[N:21]=4)[CH:17]=3)=[CH:12][O:13][C:9]=2[CH2:8][CH2:7]1)(=O)C.[OH-].[Na+]. (3) Given the product [Br:22][C:14]1[C:13]2=[CH:20][N:10]([C:9]3[C:2]([Cl:1])=[CH:3][C:4]([C:5]#[N:6])=[CH:7][C:8]=3[Cl:21])[N:11]=[C:12]2[C:17]([Cl:18])=[CH:16][N:15]=1, predict the reactants needed to synthesize it. The reactants are: [Cl:1][C:2]1[CH:3]=[C:4]([CH:7]=[C:8]([Cl:21])[C:9]=1[N:10]1[CH:20]=[C:13]2[C:14](Cl)=[N:15][CH:16]=[C:17]([Cl:18])[C:12]2=[N:11]1)[C:5]#[N:6].[Br:22][Si](C)(C)C. (4) Given the product [Cl:1][C:2]1[CH:25]=[CH:24][C:5]([CH2:6][N:7]2[C:11]([Cl:37])=[N:10][N:9]=[C:8]2[C@H:12]2[CH2:16][CH2:15][CH2:14][N:13]2[C:17]([O:19][C:20]([CH3:21])([CH3:22])[CH3:23])=[O:18])=[CH:4][CH:3]=1, predict the reactants needed to synthesize it. The reactants are: [Cl:1][C:2]1[CH:25]=[CH:24][C:5]([CH2:6][N:7]2[CH:11]=[N:10][N:9]=[C:8]2[C@H:12]2[CH2:16][CH2:15][CH2:14][N:13]2[C:17]([O:19][C:20]([CH3:23])([CH3:22])[CH3:21])=[O:18])=[CH:4][CH:3]=1.C([Li])CCC.CCCCCC.[Cl:37]N1C(=O)CCC1=O.C([O-])(O)=O.[Na+]. (5) Given the product [NH2:28][C:22]1([C:20]([NH:19][C@H:3]([C:1]#[N:2])[CH2:4][C:5]2[CH:6]=[CH:7][C:8]([C:11]3[CH:16]=[CH:15][CH:14]=[C:13]([C:17]#[N:18])[CH:12]=3)=[CH:9][CH:10]=2)=[O:21])[CH2:23][CH2:24][O:25][CH2:26][CH2:27]1, predict the reactants needed to synthesize it. The reactants are: [C:1]([C@@H:3]([NH:19][C:20]([C:22]1([NH:28]C(=O)OC(C)(C)C)[CH2:27][CH2:26][O:25][CH2:24][CH2:23]1)=[O:21])[CH2:4][C:5]1[CH:10]=[CH:9][C:8]([C:11]2[CH:16]=[CH:15][CH:14]=[C:13]([C:17]#[N:18])[CH:12]=2)=[CH:7][CH:6]=1)#[N:2].O.N. (6) The reactants are: N#N.[N+:3]([C:6]1[CH:7]=[N:8][N:9]([CH2:11][C:12]2[O:16][C:15]([C:17](=[O:19])[CH3:18])=[CH:14][CH:13]=2)[CH:10]=1)([O-:5])=[O:4].[CH2:20](O)[CH2:21][OH:22].CC1C=CC(S(O)(=O)=O)=CC=1. Given the product [CH3:18][C:17]1([C:15]2[O:16][C:12]([CH2:11][N:9]3[CH:10]=[C:6]([N+:3]([O-:5])=[O:4])[CH:7]=[N:8]3)=[CH:13][CH:14]=2)[O:22][CH2:21][CH2:20][O:19]1, predict the reactants needed to synthesize it. (7) Given the product [ClH:26].[C:20]1([C:19]2[C:14]([CH:11]3[CH2:12][CH2:13][NH:8][CH2:9][CH2:10]3)=[N:15][CH:16]=[CH:17][CH:18]=2)[CH:21]=[CH:22][CH:23]=[CH:24][CH:25]=1, predict the reactants needed to synthesize it. The reactants are: C(OC([N:8]1[CH2:13][CH2:12][CH:11]([C:14]2[C:19]([C:20]3[CH:25]=[CH:24][CH:23]=[CH:22][CH:21]=3)=[CH:18][CH:17]=[CH:16][N:15]=2)[CH2:10][CH2:9]1)=O)(C)(C)C.[ClH:26].CO.